Dataset: Full USPTO retrosynthesis dataset with 1.9M reactions from patents (1976-2016). Task: Predict the reactants needed to synthesize the given product. (1) Given the product [CH2:16]([N:4]1[CH:5]=[C:6]([Cl:8])[CH:7]=[C:2]([Br:1])[C:3]1=[O:9])[C:17]1[CH:22]=[CH:21][CH:20]=[CH:19][CH:18]=1, predict the reactants needed to synthesize it. The reactants are: [Br:1][C:2]1[C:3](=[O:9])[NH:4][CH:5]=[C:6]([Cl:8])[CH:7]=1.C(=O)([O-])[O-].[K+].[K+].[CH2:16](Br)[C:17]1[CH:22]=[CH:21][CH:20]=[CH:19][CH:18]=1. (2) Given the product [F:20][C:21]1[CH:26]=[CH:25][CH:24]=[CH:23][C:22]=1[C:27]1[CH:28]=[CH:29][C:30]([O:33][CH2:15][CH2:14][O:13][C:10]2[CH:9]=[CH:8][C:7]([CH2:6][C@H:5]([O:17][CH3:18])[C:4]([OH:3])=[O:19])=[CH:12][CH:11]=2)=[CH:31][CH:32]=1, predict the reactants needed to synthesize it. The reactants are: C([O:3][C:4](=[O:19])[C@@H:5]([O:17][CH3:18])[CH2:6][C:7]1[CH:12]=[CH:11][C:10]([O:13][CH2:14][CH2:15]Br)=[CH:9][CH:8]=1)C.[F:20][C:21]1[CH:26]=[CH:25][CH:24]=[CH:23][C:22]=1[C:27]1[CH:32]=[CH:31][C:30]([OH:33])=[CH:29][CH:28]=1.CO[C@@H](CC1C=CC(OCCCOC2C=CC=CC=2)=CC=1)C(O)=O. (3) Given the product [Br:25][C:26]1[CH:33]=[CH:32][C:29]([CH:30]=[N:22][NH:21][C:19]([C:11]2[NH:12][C:13]3[C:18]([C:10]=2[C:7]2[CH:6]=[CH:5][C:4]([O:3][C:2]([F:23])([F:1])[F:24])=[CH:9][CH:8]=2)=[CH:17][CH:16]=[CH:15][CH:14]=3)=[O:20])=[CH:28][CH:27]=1, predict the reactants needed to synthesize it. The reactants are: [F:1][C:2]([F:24])([F:23])[O:3][C:4]1[CH:9]=[CH:8][C:7]([C:10]2[C:18]3[C:13](=[CH:14][CH:15]=[CH:16][CH:17]=3)[NH:12][C:11]=2[C:19]([NH:21][NH2:22])=[O:20])=[CH:6][CH:5]=1.[Br:25][C:26]1[CH:33]=[CH:32][C:29]([CH:30]=O)=[CH:28][CH:27]=1. (4) Given the product [CH:10]([N:9]([CH2:12][C@@H:13]([CH2:17][CH2:18][CH2:19][CH3:20])[C:14]([NH:22][C@@H:23]([C:41]([CH3:44])([CH3:43])[CH3:42])[C:24]([N:26]1[CH2:27][CH2:28][CH:29]([NH:32][C:33](=[O:40])[C:34]2[CH:39]=[CH:38][CH:37]=[CH:36][CH:35]=2)[CH2:30][CH2:31]1)=[O:25])=[O:15])[OH:8])=[O:11], predict the reactants needed to synthesize it. The reactants are: C([O:8][N:9]([CH2:12][C@@H:13]([CH2:17][CH2:18][CH2:19][CH3:20])[C:14](O)=[O:15])[CH:10]=[O:11])C1C=CC=CC=1.Cl.[NH2:22][C@@H:23]([C:41]([CH3:44])([CH3:43])[CH3:42])[C:24]([N:26]1[CH2:31][CH2:30][CH:29]([NH:32][C:33](=[O:40])[C:34]2[CH:39]=[CH:38][CH:37]=[CH:36][CH:35]=2)[CH2:28][CH2:27]1)=[O:25].